From a dataset of Forward reaction prediction with 1.9M reactions from USPTO patents (1976-2016). Predict the product of the given reaction. (1) Given the reactants [C:1]([O:5][CH:6]([C:11]1[N:16]([CH3:17])[C:15](=[O:18])[C:14]2[N:19]([CH2:22][C:23]3[CH:28]=[CH:27][C:26]([Cl:29])=[C:25]([F:30])[CH:24]=3)[CH:20]=[CH:21][C:13]=2[C:12]=1[C:31]1[CH:36]=[CH:35][C:34]([CH3:37])=[CH:33][CH:32]=1)[C:7]([O:9]C)=[O:8])([CH3:4])([CH3:3])[CH3:2].[Li+].[OH-], predict the reaction product. The product is: [C:1]([O:5][CH:6]([C:11]1[N:16]([CH3:17])[C:15](=[O:18])[C:14]2[N:19]([CH2:22][C:23]3[CH:28]=[CH:27][C:26]([Cl:29])=[C:25]([F:30])[CH:24]=3)[CH:20]=[CH:21][C:13]=2[C:12]=1[C:31]1[CH:32]=[CH:33][C:34]([CH3:37])=[CH:35][CH:36]=1)[C:7]([OH:9])=[O:8])([CH3:4])([CH3:3])[CH3:2]. (2) Given the reactants [NH2:1][C:2]1[CH:3]=[C:4]([CH:27]=[CH:28][CH:29]=1)[CH2:5][NH:6][C:7]1[C:16]2[C:15]([CH3:17])=[N:14][CH:13]=[N:12][C:11]=2[N:10]([O:18][CH2:19][C:20]2[CH:25]=[CH:24][CH:23]=[CH:22][CH:21]=2)[C:9](=[O:26])[CH:8]=1.[CH3:30][S:31](Cl)(=[O:33])=[O:32].C(Cl)(Cl)Cl.C(=O)(O)[O-].[Na+], predict the reaction product. The product is: [CH2:19]([O:18][N:10]1[C:11]2[N:12]=[CH:13][N:14]=[C:15]([CH3:17])[C:16]=2[C:7]([NH:6][CH2:5][C:4]2[CH:3]=[C:2]([N:1]([S:31]([CH3:30])(=[O:33])=[O:32])[S:31]([CH3:30])(=[O:33])=[O:32])[CH:29]=[CH:28][CH:27]=2)=[CH:8][C:9]1=[O:26])[C:20]1[CH:21]=[CH:22][CH:23]=[CH:24][CH:25]=1. (3) Given the reactants [OH:1][C:2]1[N:7]=[C:6]([SH:8])[N:5]=[C:4]2[NH:9][N:10]=[CH:11][C:3]=12.[CH3:12]I, predict the reaction product. The product is: [OH:1][C:2]1[N:7]=[C:6]([S:8][CH3:12])[N:5]=[C:4]2[NH:9][N:10]=[CH:11][C:3]=12. (4) Given the reactants [CH:1]([C:3]1[CH:12]=[CH:11][C:6]([C:7]([O:9][CH3:10])=[O:8])=[CH:5][CH:4]=1)=O.[OH:13]/[C:14](=[CH:20]\[C:21](=[O:28])[C:22]1[CH:23]=[N:24][CH:25]=[CH:26][CH:27]=1)/[C:15]([O:17]CC)=O.[CH3:29][C:30]1[CH:38]=[CH:37][CH:36]=[C:35]2[C:31]=1[C:32]([CH2:39][CH2:40][NH2:41])=[CH:33][NH:34]2, predict the reaction product. The product is: [OH:13][C:14]1[C:15](=[O:17])[N:41]([CH2:40][CH2:39][C:32]2[C:31]3[C:35](=[CH:36][CH:37]=[CH:38][C:30]=3[CH3:29])[NH:34][CH:33]=2)[CH:1]([C:3]2[CH:12]=[CH:11][C:6]([C:7]([O:9][CH3:10])=[O:8])=[CH:5][CH:4]=2)[C:20]=1[C:21](=[O:28])[C:22]1[CH:27]=[CH:26][CH:25]=[N:24][CH:23]=1. (5) Given the reactants [C:1]([C:5]1[N:9]([CH2:10][CH:11]2[CH2:16][CH2:15][O:14][CH2:13][CH2:12]2)[C:8]2[CH:17]=[CH:18][C:19]([S:21](Cl)(=[O:23])=[O:22])=[CH:20][C:7]=2[N:6]=1)([CH3:4])([CH3:3])[CH3:2].[NH:25]1[CH2:30][CH2:29][CH2:28][CH2:27][CH2:26]1, predict the reaction product. The product is: [C:1]([C:5]1[N:9]([CH2:10][CH:11]2[CH2:16][CH2:15][O:14][CH2:13][CH2:12]2)[C:8]2[CH:17]=[CH:18][C:19]([S:21]([N:25]3[CH2:30][CH2:29][CH2:28][CH2:27][CH2:26]3)(=[O:23])=[O:22])=[CH:20][C:7]=2[N:6]=1)([CH3:4])([CH3:3])[CH3:2]. (6) The product is: [NH2:47][C:44]1[N:45]=[CH:46][C:41]([C:15]2[C:5]3[C:4](=[O:32])[N:3]([CH2:1][CH3:2])[CH2:9][C:8]([CH3:10])([CH3:11])[O:7][C:6]=3[N:12]=[C:13]([N:24]3[CH2:25][CH:26]4[O:31][CH:29]([CH2:28][CH2:27]4)[CH2:30]3)[N:14]=2)=[CH:42][CH:43]=1. Given the reactants [CH2:1]([N:3]1[CH2:9][C:8]([CH3:11])([CH3:10])[O:7][C:6]2[N:12]=[C:13]([N:24]3[CH2:30][CH:29]4[O:31][CH:26]([CH2:27][CH2:28]4)[CH2:25]3)[N:14]=[C:15](OS(C(F)(F)F)(=O)=O)[C:5]=2[C:4]1=[O:32])[CH3:2].CC1(C)C(C)(C)OB([C:41]2[CH:42]=[CH:43][C:44]([NH2:47])=[N:45][CH:46]=2)O1.P([O-])([O-])([O-])=O.[K+].[K+].[K+].O, predict the reaction product. (7) Given the reactants [H-].[Na+].[CH2:3]([OH:8])[C:4]([F:7])([F:6])[F:5].[CH3:9][C:10]1[CH:15]=[C:14](Br)[CH:13]=[C:12]([CH3:17])[C:11]=1[CH2:18][C:19]([O:21]C)=[O:20], predict the reaction product. The product is: [CH3:17][C:12]1[CH:13]=[C:14]([O:8][CH2:3][C:4]([F:7])([F:6])[F:5])[CH:15]=[C:10]([CH3:9])[C:11]=1[CH2:18][C:19]([OH:21])=[O:20]. (8) Given the reactants [CH3:1][CH:2]([CH3:20])[C@H:3]([NH:6][C:7]1[C:16]2[C:11](=[CH:12][CH:13]=[CH:14][CH:15]=2)[N:10]=[CH:9][C:8]=1[N+:17]([O-:19])=[O:18])[CH2:4][OH:5].[Si:21](Cl)([C:24]([CH3:27])([CH3:26])[CH3:25])([CH3:23])[CH3:22], predict the reaction product. The product is: [Si:21]([O:5][CH2:4][C@@H:3]([NH:6][C:7]1[C:16]2[C:11](=[CH:12][CH:13]=[CH:14][CH:15]=2)[N:10]=[CH:9][C:8]=1[N+:17]([O-:19])=[O:18])[CH:2]([CH3:20])[CH3:1])([C:24]([CH3:27])([CH3:26])[CH3:25])([CH3:23])[CH3:22]. (9) Given the reactants [N+:1]([C:4]1[CH:21]=[CH:20][C:7]([O:8][CH2:9][O:10][C:11]2[CH:16]=[CH:15][C:14]([N+:17]([O-])=O)=[CH:13][CH:12]=2)=[CH:6][CH:5]=1)([O-])=O.O.NN, predict the reaction product. The product is: [CH2:9]([O:8][C:7]1[CH:20]=[CH:21][C:4]([NH2:1])=[CH:5][CH:6]=1)[O:10][C:11]1[CH:12]=[CH:13][C:14]([NH2:17])=[CH:15][CH:16]=1.